Dataset: hERG potassium channel inhibition data for cardiac toxicity prediction from Karim et al.. Task: Regression/Classification. Given a drug SMILES string, predict its toxicity properties. Task type varies by dataset: regression for continuous values (e.g., LD50, hERG inhibition percentage) or binary classification for toxic/non-toxic outcomes (e.g., AMES mutagenicity, cardiotoxicity, hepatotoxicity). Dataset: herg_karim. (1) The molecule is Cc1c([C@H](F)CN2CCN(C(=O)Cc3ccc(-n4cnnn4)nc3)CC2)ccc2c1COC2=O. The result is 0 (non-blocker). (2) The result is 0 (non-blocker). The compound is CCc1ccccc1C(=O)N(CC1CCC1)[C@H]1CCNC1. (3) The compound is Cc1c(S(=O)(=O)NCCCCN2CCN(c3nsc4ccccc34)CC2)sc2ccc(F)cc12. The result is 0 (non-blocker). (4) The compound is CS(=O)(=O)Cc1cc(N2CCOCC2)nc(-c2ccc3nc[nH]c3c2)n1. The result is 0 (non-blocker). (5) The molecule is Cc1nsc(-c2nnc3n2CCN(C(=O)c2ccc(Cl)cc2)[C@@H]3C)n1. The result is 0 (non-blocker). (6) The compound is Cc1ccc2c(-c3nnc(SCCC(C)N4CCc5cc6nc(C(F)(F)F)oc6c(C)c5CC4)n3C)cccc2n1. The result is 1 (blocker). (7) The compound is Cc1cc(NS(=O)(=O)c2ccc(N)cc2)no1. The result is 0 (non-blocker). (8) The molecule is N#Cc1nc(CCCNCC(N)=O)cc(-c2cccc(C(F)(F)F)c2)n1. The result is 1 (blocker). (9) The compound is COc1ccc(-c2nnc(C(=O)N3CCC(Oc4ccc(CN5CCC(O)C5)cc4)CC3)o2)cc1. The result is 0 (non-blocker). (10) The result is 1 (blocker). The molecule is CNCc1ccccc1Oc1ccc(Cl)cc1OC.